This data is from Forward reaction prediction with 1.9M reactions from USPTO patents (1976-2016). The task is: Predict the product of the given reaction. (1) Given the reactants CO[C:3]1[CH:12]=[CH:11][C:10]([NH:13]C(=S)C)=[CH:9][C:4]=1[C:5]([O:7][CH3:8])=O.[C:17]([NH:20][NH2:21])(=O)C.[C:22]([O:25][CH2:26]C)(=[O:24])[CH3:23].Cl[CH2:29]Cl.CO.ClCCl, predict the reaction product. The product is: [CH3:8][O:7][C:5]1[CH:4]=[CH:3][C:12]([CH:11]2[C:10]([CH3:9])=[N:13][NH:21][N:20]2[CH3:17])=[CH:29][C:23]=1[C:22]([O:25][CH3:26])=[O:24]. (2) Given the reactants [NH2:1][C:2]1[CH:7]=[C:6]([O:8][C:9]2[CH:10]=[CH:11][C:12]([NH:15][C:16]([NH:18][C:19](=[O:24])[C:20]([CH3:23])([CH3:22])[CH3:21])=[O:17])=[N:13][CH:14]=2)[CH:5]=[CH:4][N:3]=1.Cl[C:26]([O:28][C:29]([CH3:31])=[CH2:30])=[O:27].O, predict the reaction product. The product is: [C:19]([NH:18][C:16](=[O:17])[NH:15][C:12]1[N:13]=[CH:14][C:9]([O:8][C:6]2[CH:5]=[CH:4][N:3]=[C:2]([NH:1][C:26](=[O:27])[O:28][C:29]([CH3:31])=[CH2:30])[CH:7]=2)=[CH:10][CH:11]=1)(=[O:24])[C:20]([CH3:21])([CH3:23])[CH3:22]. (3) Given the reactants I[C:2]1[C:10]2[C:5](=[N:6][CH:7]=[N:8][C:9]=2[NH2:11])[N:4]([CH2:12][C:13]2[CH:14]=[C:15]3[CH:20]=[CH:19][CH:18]=[N:17][N:16]3[C:21]=2[C:22]2[CH:27]=[CH:26][CH:25]=[CH:24][N:23]=2)[N:3]=1.[F:28][C:29]1[CH:30]=[C:31](B(O)O)[CH:32]=[C:33]([OH:35])[CH:34]=1.CCO.C([O-])([O-])=O.[Na+].[Na+], predict the reaction product. The product is: [NH2:11][C:9]1[N:8]=[CH:7][N:6]=[C:5]2[N:4]([CH2:12][C:13]3[CH:14]=[C:15]4[CH:20]=[CH:19][CH:18]=[N:17][N:16]4[C:21]=3[C:22]3[CH:27]=[CH:26][CH:25]=[CH:24][N:23]=3)[N:3]=[C:2]([C:31]3[CH:32]=[C:33]([OH:35])[CH:34]=[C:29]([F:28])[CH:30]=3)[C:10]=12.